Dataset: Catalyst prediction with 721,799 reactions and 888 catalyst types from USPTO. Task: Predict which catalyst facilitates the given reaction. (1) Reactant: [F:1][C:2]1[CH:7]=[CH:6][CH:5]=[CH:4][C:3]=1[N:8]1[C:12](=[O:13])[C:11](=[N:14][NH2:15])[C:10]([C:16]2[CH:21]=[CH:20][CH:19]=[CH:18][C:17]=2[F:22])=[N:9]1.[I:23][C:24]1[CH:31]=[CH:30][C:27]([CH2:28]Br)=[CH:26][CH:25]=1.[H-].[Na+].[Cl-].[NH4+]. Product: [I:23][C:24]1[CH:31]=[CH:30][C:27]([CH2:28][NH:15][N:14]=[C:11]2[C:12](=[O:13])[N:8]([C:3]3[CH:4]=[CH:5][CH:6]=[CH:7][C:2]=3[F:1])[N:9]=[C:10]2[C:16]2[CH:21]=[CH:20][CH:19]=[CH:18][C:17]=2[F:22])=[CH:26][CH:25]=1. The catalyst class is: 35. (2) Reactant: [Br:1][C:2]1[CH:7]=[C:6]([C:8]2([NH2:16])[CH2:13][O:12][C:11]([CH3:15])([CH3:14])[O:10][CH2:9]2)[CH:5]=[CH:4][N:3]=1.C([O-])([O-])=O.[Na+].[Na+].[Cl:23][CH2:24][C:25](Cl)=[O:26]. Product: [Br:1][C:2]1[CH:7]=[C:6]([C:8]2([NH:16][C:25](=[O:26])[CH2:24][Cl:23])[CH2:13][O:12][C:11]([CH3:14])([CH3:15])[O:10][CH2:9]2)[CH:5]=[CH:4][N:3]=1. The catalyst class is: 2. (3) Reactant: [CH2:1]([C:3]1[CH:8]=[CH:7][CH:6]=[C:5]([CH2:9][CH3:10])[C:4]=1[C:11]1[N:16]=[C:15](OC)[C:14]([CH2:19][N:20]([CH3:31])[C@@H:21]2[C:30]3[C:25](=[CH:26][CH:27]=[CH:28][CH:29]=3)[CH2:24][CH2:23][CH2:22]2)=[C:13]([CH3:32])[N:12]=1)[CH3:2].[CH3:33][CH2:34][OH:35].Cl.[OH-].[Na+]. Product: [CH2:1]([C:3]1[CH:8]=[CH:7][CH:6]=[C:5]([CH2:9][CH3:10])[C:4]=1[C:11]1[N:16]=[C:15]([N:12]2[CH2:11][CH2:4][C:34](=[O:35])[CH2:33][CH2:13]2)[C:14]([CH2:19][N:20]([CH3:31])[C@@H:21]2[C:30]3[C:25](=[CH:26][CH:27]=[CH:28][CH:29]=3)[CH2:24][CH2:23][CH2:22]2)=[C:13]([CH3:32])[N:12]=1)[CH3:2]. The catalyst class is: 25. (4) Reactant: [I:1][C:2]1[CH:7]=[CH:6][C:5]([CH2:8][N:9]2[C:14]3[N:15]=[CH:16][CH:17]=[CH:18][C:13]=3[C:12](=O)[C:11]([C:20]([O:22][CH2:23][CH3:24])=[O:21])=[N:10]2)=[CH:4][CH:3]=1.O1CCOCC1.COC1C=CC(P2(SP(C3C=CC(OC)=CC=3)(=S)S2)=[S:40])=CC=1. Product: [I:1][C:2]1[CH:7]=[CH:6][C:5]([CH2:8][N:9]2[C:14]3[N:15]=[CH:16][CH:17]=[CH:18][C:13]=3[C:12](=[S:40])[C:11]([C:20]([O:22][CH2:23][CH3:24])=[O:21])=[N:10]2)=[CH:4][CH:3]=1. The catalyst class is: 11. (5) Reactant: [CH2:1]([C:3]([C:21]1[CH:26]=[CH:25][C:24]([OH:27])=[C:23]([CH3:28])[CH:22]=1)([C:6]1[CH:11]=[CH:10][C:9]([CH2:12][CH2:13][CH:14]([OH:19])[C:15]([CH3:18])([CH3:17])[CH3:16])=[C:8]([CH3:20])[CH:7]=1)[CH2:4][CH3:5])[CH3:2].[C:29]([O-:32])([O-])=[O:30].[K+].[K+].O=C1[O:40][C@@H:39]([CH2:41]OS(C2C=CC(C)=CC=2)(=O)=O)[CH2:38][CH2:37]1. Product: [CH2:1]([C:3]([C:21]1[CH:26]=[CH:25][C:24]([O:27][CH2:41][C@H:39]([OH:40])[CH2:38][CH2:37][C:29]([OH:32])=[O:30])=[C:23]([CH3:28])[CH:22]=1)([C:6]1[CH:11]=[CH:10][C:9]([CH2:12][CH2:13][CH:14]([OH:19])[C:15]([CH3:17])([CH3:18])[CH3:16])=[C:8]([CH3:20])[CH:7]=1)[CH2:4][CH3:5])[CH3:2]. The catalyst class is: 39.